The task is: Predict the reactants needed to synthesize the given product.. This data is from Full USPTO retrosynthesis dataset with 1.9M reactions from patents (1976-2016). (1) Given the product [N:41]1[CH:42]=[CH:43][N:44]2[CH:49]=[CH:48][C:47]([NH:50][C:8]3[N:12]=[C:11]([N:13]([CH2:23][C:24]4[CH:29]=[CH:28][C:27]([O:30][CH3:31])=[CH:26][CH:25]=4)[CH2:14][C:15]4[CH:20]=[CH:19][C:18]([O:21][CH3:22])=[CH:17][CH:16]=4)[N:10]([CH2:32][C:33]4[CH:38]=[CH:37][C:36]([O:39][CH3:40])=[CH:35][CH:34]=4)[N:9]=3)=[CH:46][C:45]=12, predict the reactants needed to synthesize it. The reactants are: CC([O-])(C)C.[Na+].Br[C:8]1[N:12]=[C:11]([N:13]([CH2:23][C:24]2[CH:29]=[CH:28][C:27]([O:30][CH3:31])=[CH:26][CH:25]=2)[CH2:14][C:15]2[CH:20]=[CH:19][C:18]([O:21][CH3:22])=[CH:17][CH:16]=2)[N:10]([CH2:32][C:33]2[CH:38]=[CH:37][C:36]([O:39][CH3:40])=[CH:35][CH:34]=2)[N:9]=1.[N:41]1[CH:42]=[CH:43][N:44]2[CH:49]=[CH:48][C:47]([NH2:50])=[CH:46][C:45]=12. (2) Given the product [CH3:36][N:31]([C:26]1[C:25]([CH2:24][N:21]2[C:19]3[N:20]=[C:15]([NH:14][C:11]4[CH:12]=[CH:13][C:8]([N:6]5[CH2:5][CH2:4][NH:3][C@@H:2]([CH3:1])[CH2:7]5)=[CH:9][N:10]=4)[N:16]=[CH:17][C:18]=3[CH:23]=[CH:22]2)=[CH:30][CH:29]=[CH:28][N:27]=1)[S:32]([CH3:35])(=[O:34])=[O:33], predict the reactants needed to synthesize it. The reactants are: [CH3:1][C@H:2]1[CH2:7][N:6]([C:8]2[CH:9]=[N:10][C:11]([NH:14][C:15]3[N:16]=[CH:17][C:18]4[CH:23]=[CH:22][N:21]([CH2:24][C:25]5[C:26]([N:31]([CH3:36])[S:32]([CH3:35])(=[O:34])=[O:33])=[N:27][CH:28]=[CH:29][CH:30]=5)[C:19]=4[N:20]=3)=[CH:12][CH:13]=2)[CH2:5][CH2:4][N:3]1C(OC(C)(C)C)=O.C(O)(C(F)(F)F)=O. (3) Given the product [CH3:53][CH2:52][O:51][C:49]([CH:48]1[C:35]([CH3:37])([CH3:36])[CH:34]1[CH:33]=[C:31]([CH3:32])[CH3:30])=[O:50], predict the reactants needed to synthesize it. The reactants are: C(=N[C@H](C)C(C1C=CC=CC=1OC)(C1C=CC=CC=1OC)O)C1C(=CC=CC=1)O.[CH3:30][C:31](=[CH:33][CH:34]=[C:35]([CH3:37])[CH3:36])[CH3:32].C1(NN)C=CC=CC=1.[N+](=[CH:48][C:49]([O:51][CH2:52][CH3:53])=[O:50])=[N-]. (4) Given the product [Br:8][C:9]1[CH:14]=[CH:13][C:12]([S:15]([C:2]2[CH:7]=[CH:6][CH:5]=[CH:4][N:3]=2)(=[O:17])=[O:16])=[CH:11][CH:10]=1, predict the reactants needed to synthesize it. The reactants are: Br[C:2]1[CH:7]=[CH:6][CH:5]=[CH:4][N:3]=1.[Br:8][C:9]1[CH:14]=[CH:13][C:12]([S:15]([O-:17])=[O:16])=[CH:11][CH:10]=1.[Na+]. (5) Given the product [CH:1]1([CH:4]([C:11]2[CH:16]=[CH:15][CH:14]=[C:13]([CH2:17][O:18][C:19]3[CH:20]=[N:21][C:22]([C:44]4[CH:43]=[CH:42][C:41]([O:40][C:39]([F:38])([F:50])[F:51])=[CH:46][CH:45]=4)=[C:23]([CH2:25][C:26]([CH3:29])([CH3:28])[CH3:27])[CH:24]=3)[CH:12]=2)[CH2:5][C:6]([OH:8])=[O:7])[CH2:2][CH2:3]1, predict the reactants needed to synthesize it. The reactants are: [CH:1]1([CH:4]([C:11]2[CH:16]=[CH:15][CH:14]=[C:13]([CH2:17][O:18][C:19]3[CH:20]=[N:21][C:22](OS(C(F)(F)F)(=O)=O)=[C:23]([CH2:25][C:26]([CH3:29])([CH3:28])[CH3:27])[CH:24]=3)[CH:12]=2)[CH2:5][C:6]([O:8]CC)=[O:7])[CH2:3][CH2:2]1.[F:38][C:39]([F:51])([F:50])[O:40][C:41]1[CH:46]=[CH:45][C:44](B(O)O)=[CH:43][CH:42]=1.C(=O)([O-])[O-].[Na+].[Na+].O.